The task is: Predict the reactants needed to synthesize the given product.. This data is from Full USPTO retrosynthesis dataset with 1.9M reactions from patents (1976-2016). (1) Given the product [CH2:2]([O:1][C:8]1[CH:9]=[CH:10][C:11]([CH2:14][C:15]([NH:55][C:52]2[CH:53]=[C:54]3[C:49](=[CH:50][CH:51]=2)[NH:48][N:47]=[C:46]3[NH:45][CH2:44][C:40]2[O:39][CH:43]=[CH:42][N:41]=2)=[O:17])=[CH:12][CH:13]=1)[C:7]1[CH:6]=[CH:5][CH:4]=[CH:3][CH:18]=1, predict the reactants needed to synthesize it. The reactants are: [O:1]([C:8]1[CH:13]=[CH:12][C:11]([CH2:14][C:15]([OH:17])=O)=[CH:10][CH:9]=1)[C:2]1[CH:7]=[CH:6][CH:5]=[CH:4][CH:3]=1.[CH2:18](Cl)CCl.C1C=CC2N(O)N=NC=2C=1.CCN(CC)CC.[O:39]1[CH:43]=[CH:42][N:41]=[C:40]1[CH2:44][NH:45][C:46]1[C:54]2[C:49](=[CH:50][CH:51]=[C:52]([NH2:55])[CH:53]=2)[NH:48][N:47]=1. (2) Given the product [CH3:1][O:2][C:3]([C:5]1[CH:6]=[C:7]2[C:11](=[CH:12][CH:13]=1)[N:10]([C:22]([O:21][C:18]([CH3:20])([CH3:19])[CH3:17])=[O:23])[CH:9]=[C:8]2[CH2:14][C:15]#[N:16])=[O:4], predict the reactants needed to synthesize it. The reactants are: [CH3:1][O:2][C:3]([C:5]1[CH:6]=[C:7]2[C:11](=[CH:12][CH:13]=1)[NH:10][CH:9]=[C:8]2[CH2:14][C:15]#[N:16])=[O:4].[CH3:17][C:18]([O:21][C:22](O[C:22]([O:21][C:18]([CH3:20])([CH3:19])[CH3:17])=[O:23])=[O:23])([CH3:20])[CH3:19].C(N(CC)CC)C.